From a dataset of Catalyst prediction with 721,799 reactions and 888 catalyst types from USPTO. Predict which catalyst facilitates the given reaction. (1) Reactant: [F:1][C:2]1[CH:7]=[CH:6][CH:5]=[C:4]([F:8])[C:3]=1[C:9]1[N:14]=[C:13]2[C:15]([I:18])=[CH:16][NH:17][C:12]2=[CH:11][CH:10]=1.[C:19]1([CH3:29])[CH:24]=[CH:23][C:22]([S:25](Cl)(=[O:27])=[O:26])=[CH:21][CH:20]=1.[OH-].[Na+]. Product: [F:1][C:2]1[CH:7]=[CH:6][CH:5]=[C:4]([F:8])[C:3]=1[C:9]1[N:14]=[C:13]2[C:15]([I:18])=[CH:16][N:17]([S:25]([C:22]3[CH:23]=[CH:24][C:19]([CH3:29])=[CH:20][CH:21]=3)(=[O:27])=[O:26])[C:12]2=[CH:11][CH:10]=1. The catalyst class is: 49. (2) The catalyst class is: 6. Product: [CH3:31][O:30][C:27]1[CH:28]=[CH:29][C:24]([C:22]([C:19]2[CH:20]=[CH:21][C:16]([O:15][CH2:2][C:3]3[N:4]=[C:5]([C:9]4[CH:14]=[CH:13][CH:12]=[CH:11][CH:10]=4)[O:6][C:7]=3[CH3:8])=[CH:17][CH:18]=2)=[O:23])=[C:25]([O:32][CH2:33][O:34][CH3:35])[CH:26]=1. Reactant: Cl[CH2:2][C:3]1[N:4]=[C:5]([C:9]2[CH:14]=[CH:13][CH:12]=[CH:11][CH:10]=2)[O:6][C:7]=1[CH3:8].[OH:15][C:16]1[CH:21]=[CH:20][C:19]([C:22]([C:24]2[CH:29]=[CH:28][C:27]([O:30][CH3:31])=[CH:26][C:25]=2[O:32][CH2:33][O:34][CH3:35])=[O:23])=[CH:18][CH:17]=1.C(=O)([O-])[O-].[K+].[K+].CN(C)C=O. (3) Reactant: [Br:1][C:2]1[CH:14]=[CH:13][C:5](/[CH:6]=[CH:7]/[C:8](OCC)=[O:9])=[CH:4][CH:3]=1.[H-].C([Al+]CC(C)C)C(C)C.Cl. Product: [Br:1][C:2]1[CH:3]=[CH:4][C:5](/[CH:6]=[CH:7]/[CH2:8][OH:9])=[CH:13][CH:14]=1. The catalyst class is: 4. (4) Reactant: Cl[C:2]1[N:11]=[C:10]([NH:12][CH2:13][CH:14]([C:21]2[CH:26]=[CH:25][CH:24]=[CH:23][CH:22]=2)[C:15]2[N:20]=[CH:19][CH:18]=[CH:17][N:16]=2)[C:9]2[C:4](=[CH:5][CH:6]=[CH:7][CH:8]=2)[N:3]=1.[CH3:27][S:28]([NH:31][C:32]1[CH:37]=[CH:36][C:35](B(O)O)=[CH:34][CH:33]=1)(=[O:30])=[O:29].C1(C(C2C=CC=CN=2)CNC2C3C(=CC=CC=3)N=C(C3C=CC(NS(C)(=O)=O)=CC=3)N=2)C=CC=CC=1. Product: [C:21]1([CH:14]([C:15]2[N:20]=[CH:19][CH:18]=[CH:17][N:16]=2)[CH2:13][NH:12][C:10]2[C:9]3[C:4](=[CH:5][CH:6]=[CH:7][CH:8]=3)[N:3]=[C:2]([C:35]3[CH:34]=[CH:33][C:32]([NH:31][S:28]([CH3:27])(=[O:29])=[O:30])=[CH:37][CH:36]=3)[N:11]=2)[CH:26]=[CH:25][CH:24]=[CH:23][CH:22]=1. The catalyst class is: 147.